From a dataset of Forward reaction prediction with 1.9M reactions from USPTO patents (1976-2016). Predict the product of the given reaction. (1) Given the reactants [H-].[H-].[H-].[H-].[Li+].[Al+3].[NH2:7][C:8]1[CH:19]=[CH:18][CH:17]=[CH:16][C:9]=1[C:10]([NH:12][CH:13]1[CH2:15][CH2:14]1)=O.O.[OH-].[Na+], predict the reaction product. The product is: [CH:13]1([NH:12][CH2:10][C:9]2[CH:16]=[CH:17][CH:18]=[CH:19][C:8]=2[NH2:7])[CH2:15][CH2:14]1. (2) Given the reactants [Br:1][C:2]1[CH:3]=[C:4]([O:9][CH2:10][C:11]2[C:16]([F:17])=[CH:15][CH:14]=[CH:13][C:12]=2[F:18])[C:5]([NH2:8])=[N:6][CH:7]=1.Cl[CH:20]([C:26]([CH3:28])=O)[C:21]([O:23][CH2:24][CH3:25])=[O:22], predict the reaction product. The product is: [Br:1][C:2]1[CH:3]=[C:4]([O:9][CH2:10][C:11]2[C:12]([F:18])=[CH:13][CH:14]=[CH:15][C:16]=2[F:17])[C:5]2[N:6]([C:20]([C:21]([O:23][CH2:24][CH3:25])=[O:22])=[C:26]([CH3:28])[N:8]=2)[CH:7]=1. (3) Given the reactants [Cl:1][C:2]1[N:3]=[C:4](Cl)[C:5]2[N:10]([CH2:11][C@H:12]3[CH2:17][CH2:16][C@H:15]([CH3:18])[CH2:14][CH2:13]3)[CH:9]=[CH:8][C:6]=2[N:7]=1.[Cl:20][C:21]1[CH:22]=[C:23](B(O)O)[CH:24]=[N:25][CH:26]=1.C([O-])([O-])=O.[Na+].[Na+].O1CCOCC1, predict the reaction product. The product is: [Cl:1][C:2]1[N:3]=[C:4]([C:23]2[CH:24]=[N:25][CH:26]=[C:21]([Cl:20])[CH:22]=2)[C:5]2[N:10]([CH2:11][C@H:12]3[CH2:17][CH2:16][C@H:15]([CH3:18])[CH2:14][CH2:13]3)[CH:9]=[CH:8][C:6]=2[N:7]=1. (4) Given the reactants [O:1]1[C:5]2[CH:6]=[CH:7][C:8]([C:10]([OH:12])=O)=[CH:9][C:4]=2[O:3][CH2:2]1.[NH2:13][CH2:14][C:15]1[CH:16]=[C:17]([C:21]2[S:25][C:24]([CH2:26][N:27]3[CH2:32][CH2:31][N:30](C(OC(C)(C)C)=O)[C@@H:29]([CH3:40])[CH2:28]3)=[CH:23][CH:22]=2)[CH:18]=[CH:19][CH:20]=1.C(Cl)CCl.C1C=CC2N(O)N=NC=2C=1.C([O-])([O-])=O.[Na+].[Na+], predict the reaction product. The product is: [CH3:40][C@@H:29]1[NH:30][CH2:31][CH2:32][N:27]([CH2:26][C:24]2[S:25][C:21]([C:17]3[CH:16]=[C:15]([CH2:14][NH:13][C:10]([C:8]4[CH:7]=[CH:6][C:5]5[O:1][CH2:2][O:3][C:4]=5[CH:9]=4)=[O:12])[CH:20]=[CH:19][CH:18]=3)=[CH:22][CH:23]=2)[CH2:28]1. (5) Given the reactants [CH2:1]([O:3][C:4]1([C:7]2[CH:12]=[CH:11][C:10]([OH:13])=[CH:9][C:8]=2[CH:14]([CH3:16])[CH3:15])[CH2:6][CH2:5]1)[CH3:2].[F:17][C:18]([F:38])([F:37])[S:19](N(C1C=CC(Cl)=CN=1)[S:19]([C:18]([F:38])([F:37])[F:17])(=[O:21])=[O:20])(=[O:21])=[O:20].C(N(CC)CC)C, predict the reaction product. The product is: [F:17][C:18]([F:38])([F:37])[S:19]([O:13][C:10]1[CH:11]=[CH:12][C:7]([C:4]2([O:3][CH2:1][CH3:2])[CH2:6][CH2:5]2)=[C:8]([CH:14]([CH3:15])[CH3:16])[CH:9]=1)(=[O:21])=[O:20]. (6) Given the reactants [Br:1][C:2]1[CH:7]=[CH:6][C:5]([OH:8])=[C:4]([C:9]([F:12])([F:11])[F:10])[CH:3]=1.[I:13]I.Cl, predict the reaction product. The product is: [Br:1][C:2]1[CH:3]=[C:4]([C:9]([F:10])([F:11])[F:12])[C:5]([OH:8])=[C:6]([I:13])[CH:7]=1.